From a dataset of NCI-60 drug combinations with 297,098 pairs across 59 cell lines. Regression. Given two drug SMILES strings and cell line genomic features, predict the synergy score measuring deviation from expected non-interaction effect. Drug 1: CN(C)N=NC1=C(NC=N1)C(=O)N. Synergy scores: CSS=5.06, Synergy_ZIP=-1.61, Synergy_Bliss=-0.448, Synergy_Loewe=-2.24, Synergy_HSA=-2.02. Drug 2: C(CCl)NC(=O)N(CCCl)N=O. Cell line: HCT-15.